This data is from Catalyst prediction with 721,799 reactions and 888 catalyst types from USPTO. The task is: Predict which catalyst facilitates the given reaction. (1) Reactant: ClC(Cl)(O[C:5](=[O:11])OC(Cl)(Cl)Cl)Cl.[F:13][CH:14]([F:35])[O:15][C:16]1[CH:21]=[CH:20][C:19]([C@@:22]23[CH2:30][CH2:29][CH:28]([NH2:31])[CH2:27][C@@H:26]2[N:25]([CH3:32])[CH2:24][CH2:23]3)=[CH:18][C:17]=1[O:33][CH3:34].CCN(CC)CC.[F:43][C:44]1[CH:45]=[C:46]([CH:48]=[C:49]([F:52])[C:50]=1[F:51])[NH2:47]. Product: [F:35][CH:14]([F:13])[O:15][C:16]1[CH:21]=[CH:20][C:19]([C@@:22]23[CH2:30][CH2:29][C@@H:28]([NH:31][C:5]([NH:47][C:46]4[CH:45]=[C:44]([F:43])[C:50]([F:51])=[C:49]([F:52])[CH:48]=4)=[O:11])[CH2:27][C@@H:26]2[N:25]([CH3:32])[CH2:24][CH2:23]3)=[CH:18][C:17]=1[O:33][CH3:34]. The catalyst class is: 2. (2) Reactant: [F:1][C:2]([F:31])([F:30])[C@H:3]1[CH2:8][CH2:7][C@H:6]([NH:9][C:10](=[O:29])[C:11]2[CH:16]=[C:15]([N+:17]([O-])=O)[C:14]([NH:20][CH3:21])=[C:13]([CH3:22])[C:12]=2[N:23]2[CH2:28][CH:27]3[CH:25]([CH2:26]3)[CH2:24]2)[CH2:5][CH2:4]1. Product: [F:30][C:2]([F:1])([F:31])[C@H:3]1[CH2:8][CH2:7][C@H:6]([NH:9][C:10](=[O:29])[C:11]2[CH:16]=[C:15]([NH2:17])[C:14]([NH:20][CH3:21])=[C:13]([CH3:22])[C:12]=2[N:23]2[CH2:24][CH:25]3[CH:27]([CH2:26]3)[CH2:28]2)[CH2:5][CH2:4]1. The catalyst class is: 43. (3) Reactant: [CH3:1][NH:2][C:3]1[CH:4]=[C:5]2[C:9](=[CH:10][C:11]=1[NH2:12])[C:8]([F:14])([F:13])[O:7][C:6]2([F:16])[F:15].[CH2:17]([S:19][C:20]1[C:21]([C:26]([OH:28])=O)=[N:22][CH:23]=[CH:24][CH:25]=1)[CH3:18].CCN=C=NCCCN(C)C.C1C=CC2N(O)N=NC=2C=1. Product: [CH2:17]([S:19][C:20]1[C:21]([C:26]([NH:12][C:11]2[CH:10]=[C:9]3[C:5](=[CH:4][C:3]=2[NH:2][CH3:1])[C:6]([F:15])([F:16])[O:7][C:8]3([F:14])[F:13])=[O:28])=[N:22][CH:23]=[CH:24][CH:25]=1)[CH3:18]. The catalyst class is: 803. (4) Reactant: [Cl:1][C:2]1[CH:7]=[C:6]([NH2:8])[N:5]=[C:4]([NH2:9])[CH:3]=1.[H-].[Na+].Br[C:13]1[C:14]2[N:15]([C:20]([C:23]([NH:25][C:26]3[CH:31]=[CH:30][N:29]=[CH:28][C:27]=3[F:32])=[O:24])=[CH:21][N:22]=2)[N:16]=[C:17]([Cl:19])[CH:18]=1.CN(C=O)C. Product: [NH2:8][C:6]1[N:5]=[C:4]([NH:9][C:13]2[C:14]3[N:15]([C:20]([C:23]([NH:25][C:26]4[CH:31]=[CH:30][N:29]=[CH:28][C:27]=4[F:32])=[O:24])=[CH:21][N:22]=3)[N:16]=[C:17]([Cl:19])[CH:18]=2)[CH:3]=[C:2]([Cl:1])[CH:7]=1. The catalyst class is: 20. (5) Reactant: [C:1]([O:7][CH2:8][CH3:9])(=[O:6])[CH2:2][C:3]([CH3:5])=[O:4].C(N(CC)CC)C.[CH3:17][Si:18](Cl)([CH3:20])[CH3:19]. Product: [CH2:8]([O:7][C:1](=[O:6])[CH:2]=[C:3]([O:4][Si:18]([CH3:20])([CH3:19])[CH3:17])[CH3:5])[CH3:9]. The catalyst class is: 81. (6) Product: [CH3:1][CH:2]([CH3:36])[CH:3]([NH:8][C:9]([C:11]1[O:12][C:13]([C:16]2[CH:17]=[CH:18][C:19]([NH:22][C:23]([NH:25][C:26]3[CH:31]=[CH:30][CH:29]=[C:28]([C:32]([F:34])([F:33])[F:35])[CH:27]=3)=[O:24])=[CH:20][CH:21]=2)=[CH:14][N:15]=1)=[O:10])[C:4]([OH:6])=[O:5]. The catalyst class is: 1. Reactant: [CH3:1][CH:2]([CH3:36])[CH:3]([NH:8][C:9]([C:11]1[O:12][C:13]([C:16]2[CH:21]=[CH:20][C:19]([NH:22][C:23]([NH:25][C:26]3[CH:31]=[CH:30][CH:29]=[C:28]([C:32]([F:35])([F:34])[F:33])[CH:27]=3)=[O:24])=[CH:18][CH:17]=2)=[CH:14][N:15]=1)=[O:10])[C:4]([O:6]C)=[O:5].O.[OH-].[Li+].Cl. (7) Reactant: C(O)(C(F)(F)F)=O.C(OC([NH:15][CH2:16][C:17]1([CH2:20][N:21]2[C:29]3[C:24](=[CH:25][CH:26]=[C:27]([C:30]([O:32][CH2:33][CH3:34])=[O:31])[CH:28]=3)[CH:23]=[C:22]2[C:35]([O:37][CH2:38][CH3:39])=[O:36])[CH2:19][CH2:18]1)=O)(C)(C)C. Product: [NH2:15][CH2:16][C:17]1([CH2:20][N:21]2[C:29]3[C:24](=[CH:25][CH:26]=[C:27]([C:30]([O:32][CH2:33][CH3:34])=[O:31])[CH:28]=3)[CH:23]=[C:22]2[C:35]([O:37][CH2:38][CH3:39])=[O:36])[CH2:18][CH2:19]1. The catalyst class is: 2. (8) Reactant: C(OC([NH:8][C:9]1([CH3:25])[CH2:14][CH2:13][N:12]([C:15]2[CH:20]=[CH:19][C:18]([C:21]([F:24])([F:23])[F:22])=[CH:17][N:16]=2)[CH2:11][CH2:10]1)=O)(C)(C)C.FC(F)(F)C(O)=O. Product: [NH2:8][C:9]1([CH3:25])[CH2:14][CH2:13][N:12]([C:15]2[CH:20]=[CH:19][C:18]([C:21]([F:24])([F:23])[F:22])=[CH:17][N:16]=2)[CH2:11][CH2:10]1. The catalyst class is: 4.